Regression. Given two drug SMILES strings and cell line genomic features, predict the synergy score measuring deviation from expected non-interaction effect. From a dataset of NCI-60 drug combinations with 297,098 pairs across 59 cell lines. (1) Drug 1: CN1CCC(CC1)COC2=C(C=C3C(=C2)N=CN=C3NC4=C(C=C(C=C4)Br)F)OC. Drug 2: C1CCC(C1)C(CC#N)N2C=C(C=N2)C3=C4C=CNC4=NC=N3. Cell line: SF-295. Synergy scores: CSS=6.46, Synergy_ZIP=-1.68, Synergy_Bliss=1.74, Synergy_Loewe=2.48, Synergy_HSA=2.12. (2) Drug 1: C1=CC(=CC=C1C#N)C(C2=CC=C(C=C2)C#N)N3C=NC=N3. Drug 2: CS(=O)(=O)OCCCCOS(=O)(=O)C. Cell line: SK-MEL-5. Synergy scores: CSS=5.09, Synergy_ZIP=-4.68, Synergy_Bliss=-3.32, Synergy_Loewe=-1.74, Synergy_HSA=-1.72. (3) Synergy scores: CSS=54.7, Synergy_ZIP=-17.4, Synergy_Bliss=-11.4, Synergy_Loewe=-10.1, Synergy_HSA=-5.98. Drug 2: CC1=C(C(=O)C2=C(C1=O)N3CC4C(C3(C2COC(=O)N)OC)N4)N. Cell line: M14. Drug 1: C1=NC2=C(N1)C(=S)N=C(N2)N. (4) Drug 1: C(CCl)NC(=O)N(CCCl)N=O. Drug 2: B(C(CC(C)C)NC(=O)C(CC1=CC=CC=C1)NC(=O)C2=NC=CN=C2)(O)O. Cell line: OVCAR-5. Synergy scores: CSS=42.0, Synergy_ZIP=-0.695, Synergy_Bliss=-5.43, Synergy_Loewe=-60.7, Synergy_HSA=-9.27. (5) Drug 1: CC(CN1CC(=O)NC(=O)C1)N2CC(=O)NC(=O)C2. Drug 2: C1=NC2=C(N=C(N=C2N1C3C(C(C(O3)CO)O)O)F)N. Cell line: CCRF-CEM. Synergy scores: CSS=62.8, Synergy_ZIP=-3.75, Synergy_Bliss=-4.50, Synergy_Loewe=-7.37, Synergy_HSA=-2.75. (6) Drug 1: C1CN1C2=NC(=NC(=N2)N3CC3)N4CC4. Drug 2: CC(CN1CC(=O)NC(=O)C1)N2CC(=O)NC(=O)C2. Cell line: SK-MEL-28. Synergy scores: CSS=15.9, Synergy_ZIP=0.735, Synergy_Bliss=0.746, Synergy_Loewe=-1.10, Synergy_HSA=1.56. (7) Drug 1: C1=CC(=C2C(=C1NCCNCCO)C(=O)C3=C(C=CC(=C3C2=O)O)O)NCCNCCO. Drug 2: CCC1(C2=C(COC1=O)C(=O)N3CC4=CC5=C(C=CC(=C5CN(C)C)O)N=C4C3=C2)O.Cl. Cell line: UACC-257. Synergy scores: CSS=11.9, Synergy_ZIP=-4.30, Synergy_Bliss=-0.534, Synergy_Loewe=-3.75, Synergy_HSA=-0.116. (8) Drug 1: CC1=CC=C(C=C1)C2=CC(=NN2C3=CC=C(C=C3)S(=O)(=O)N)C(F)(F)F. Drug 2: C1=NNC2=C1C(=O)NC=N2. Cell line: HCT116. Synergy scores: CSS=13.1, Synergy_ZIP=-1.80, Synergy_Bliss=4.96, Synergy_Loewe=3.75, Synergy_HSA=4.34. (9) Drug 1: CC1C(C(=O)NC(C(=O)N2CCCC2C(=O)N(CC(=O)N(C(C(=O)O1)C(C)C)C)C)C(C)C)NC(=O)C3=C4C(=C(C=C3)C)OC5=C(C(=O)C(=C(C5=N4)C(=O)NC6C(OC(=O)C(N(C(=O)CN(C(=O)C7CCCN7C(=O)C(NC6=O)C(C)C)C)C)C(C)C)C)N)C. Cell line: U251. Drug 2: CC1=C(C(=CC=C1)Cl)NC(=O)C2=CN=C(S2)NC3=CC(=NC(=N3)C)N4CCN(CC4)CCO. Synergy scores: CSS=-7.45, Synergy_ZIP=3.98, Synergy_Bliss=1.67, Synergy_Loewe=-1.31, Synergy_HSA=-3.72. (10) Drug 1: C#CCC(CC1=CN=C2C(=N1)C(=NC(=N2)N)N)C3=CC=C(C=C3)C(=O)NC(CCC(=O)O)C(=O)O. Drug 2: C(CN)CNCCSP(=O)(O)O. Cell line: HL-60(TB). Synergy scores: CSS=-8.34, Synergy_ZIP=4.73, Synergy_Bliss=-0.661, Synergy_Loewe=-2.61, Synergy_HSA=-8.65.